Dataset: Reaction yield outcomes from USPTO patents with 853,638 reactions. Task: Predict the reaction yield, written as a fraction of the theoretical maximum amount of product (1.0 means a 100% yield; for example, 0.34 means a 34% yield). (1) The reactants are [F:1][C:2]1[CH:3]=[C:4]([CH:7]=[C:8]([O:11]C)[C:9]=1[OH:10])[CH:5]=[O:6].B(Br)(Br)Br. The catalyst is ClCCl. The product is [F:1][C:2]1[CH:3]=[C:4]([CH:7]=[C:8]([OH:11])[C:9]=1[OH:10])[CH:5]=[O:6]. The yield is 0.890. (2) The reactants are [OH:1][C:2]1[CH:7]=[CH:6][C:5]([N+:8]([O-:10])=[O:9])=[CH:4][N:3]=1.[Br:11]Br. The catalyst is O. The product is [Br:11][C:7]1[C:2]([OH:1])=[N:3][CH:4]=[C:5]([N+:8]([O-:10])=[O:9])[CH:6]=1. The yield is 0.900. (3) The reactants are [N:1]([CH:4]([C:8]1[N:9]([CH2:19][C:20]2[CH:25]=[CH:24][CH:23]=[CH:22][CH:21]=2)[C:10](=[O:18])[C:11]2[C:16]([CH3:17])=[N:15][S:14][C:12]=2[N:13]=1)[CH:5]([CH3:7])[CH3:6])=[N+]=[N-]. The catalyst is CO.[Pd]. The product is [NH2:1][CH:4]([C:8]1[N:9]([CH2:19][C:20]2[CH:21]=[CH:22][CH:23]=[CH:24][CH:25]=2)[C:10](=[O:18])[C:11]2[C:16]([CH3:17])=[N:15][S:14][C:12]=2[N:13]=1)[CH:5]([CH3:7])[CH3:6]. The yield is 0.860. (4) The reactants are C([O:4][CH2:5][C:6]([N:8]1[CH2:13][CH2:12][CH:11]([NH:14][C:15]([C:17]2[N:29]([CH3:30])[C:28]3[C:27]4[CH:26]=[CH:25][CH:24]=[CH:23][C:22]=4[N:21]([CH2:31][C:32](=[O:39])[C:33]4[CH:38]=[CH:37][CH:36]=[CH:35][CH:34]=4)[C:20](=[O:40])[C:19]=3[C:18]=2[O:41][CH3:42])=[O:16])[CH2:10][CH2:9]1)=[O:7])(=O)C.[OH-].[Na+].C(O)C.Cl. The catalyst is C1COCC1.O. The product is [OH:4][CH2:5][C:6]([N:8]1[CH2:13][CH2:12][CH:11]([NH:14][C:15]([C:17]2[N:29]([CH3:30])[C:28]3[C:27]4[CH:26]=[CH:25][CH:24]=[CH:23][C:22]=4[N:21]([CH2:31][C:32](=[O:39])[C:33]4[CH:34]=[CH:35][CH:36]=[CH:37][CH:38]=4)[C:20](=[O:40])[C:19]=3[C:18]=2[O:41][CH3:42])=[O:16])[CH2:10][CH2:9]1)=[O:7]. The yield is 0.510. (5) The reactants are [OH-].[Na+].C([O:6][C:7]1[CH:33]=[CH:32][C:31]([Cl:34])=[CH:30][C:8]=1[C:9]([NH:11][CH2:12][C:13](=[O:29])[NH:14][C:15]1[CH:20]=[C:19]([C:21]([F:24])([F:23])[F:22])[CH:18]=[C:17]([C:25]([F:28])([F:27])[F:26])[CH:16]=1)=[O:10])(=O)C.Cl. The catalyst is CO.O1CCCC1. The product is [Cl:34][C:31]1[CH:32]=[CH:33][C:7]([OH:6])=[C:8]([CH:30]=1)[C:9]([NH:11][CH2:12][C:13](=[O:29])[NH:14][C:15]1[CH:16]=[C:17]([C:25]([F:27])([F:28])[F:26])[CH:18]=[C:19]([C:21]([F:22])([F:23])[F:24])[CH:20]=1)=[O:10]. The yield is 0.637.